Dataset: Forward reaction prediction with 1.9M reactions from USPTO patents (1976-2016). Task: Predict the product of the given reaction. (1) Given the reactants [Cl:1][C:2]1[CH:3]=[C:4]([CH:8]=[C:9]([C:11]([N:13]2[C:22]3[C:17](=[CH:18][CH:19]=[CH:20][CH:21]=3)[CH2:16][CH2:15][CH2:14]2)=[O:12])[CH:10]=1)C(O)=O.C1(P(N=[N+]=[N-])(C2C=CC=CC=2)=[O:30])C=CC=CC=1.C([N:42]([CH2:45]C)CC)C.[C:47]([O:56]C)(=O)[C:48]1[C:49](=[CH:51][CH:52]=[CH:53][CH:54]=1)[NH2:50], predict the reaction product. The product is: [Cl:1][C:2]1[CH:3]=[C:4]([N:42]2[C:47](=[O:56])[C:48]3[C:49](=[CH:51][CH:52]=[CH:53][CH:54]=3)[NH:50][C:45]2=[O:30])[CH:8]=[C:9]([C:11]([N:13]2[C:22]3[C:17](=[CH:18][CH:19]=[CH:20][CH:21]=3)[CH2:16][CH2:15][CH2:14]2)=[O:12])[CH:10]=1. (2) Given the reactants [CH3:1][N:2]1[CH:6]=[C:5]([C:7]2[CH:8]=[C:9]3[C:15]([C:16]4[CH:17]=[C:18]([NH:22][C@H:23]([C:27]([NH:29][CH2:30][C:31]([F:34])([F:33])[F:32])=[O:28])[CH:24]([CH3:26])[CH3:25])[CH:19]=[N:20][CH:21]=4)=[CH:14][N:13](COCC[Si](C)(C)C)[C:10]3=[N:11][CH:12]=2)[CH:4]=[N:3]1.C(O)(C(F)(F)F)=O.C(N)CN.[OH-].[Na+], predict the reaction product. The product is: [CH3:1][N:2]1[CH:6]=[C:5]([C:7]2[CH:8]=[C:9]3[C:15]([C:16]4[CH:17]=[C:18]([NH:22][C@H:23]([C:27]([NH:29][CH2:30][C:31]([F:32])([F:33])[F:34])=[O:28])[CH:24]([CH3:26])[CH3:25])[CH:19]=[N:20][CH:21]=4)=[CH:14][NH:13][C:10]3=[N:11][CH:12]=2)[CH:4]=[N:3]1. (3) The product is: [F:16][C:17]1[CH:22]=[CH:21][C:20]([C:2]2[CH:11]=[CH:10][C:5]([C:6]([O:8][CH3:9])=[O:7])=[C:4]([O:12][CH:13]([CH3:15])[CH3:14])[CH:3]=2)=[CH:19][CH:18]=1. Given the reactants I[C:2]1[CH:11]=[CH:10][C:5]([C:6]([O:8][CH3:9])=[O:7])=[C:4]([O:12][CH:13]([CH3:15])[CH3:14])[CH:3]=1.[F:16][C:17]1[CH:22]=[CH:21][C:20](B(O)O)=[CH:19][CH:18]=1.C1(P(C2CCCCC2)C2C=CC=CC=2C2C(OC)=CC=CC=2OC)CCCCC1.C(=O)([O-])[O-].[Na+].[Na+], predict the reaction product.